Predict which catalyst facilitates the given reaction. From a dataset of Catalyst prediction with 721,799 reactions and 888 catalyst types from USPTO. Reactant: [C:1]1([C:7]2[C:8](O)=[N:9][C:10]([C:13]3[CH:18]=[CH:17][CH:16]=[CH:15][N:14]=3)=[N:11][CH:12]=2)[CH:6]=[CH:5][CH:4]=[CH:3][CH:2]=1.P(Cl)(Cl)([Cl:22])=O. Product: [Cl:22][C:8]1[C:7]([C:1]2[CH:6]=[CH:5][CH:4]=[CH:3][CH:2]=2)=[CH:12][N:11]=[C:10]([C:13]2[CH:18]=[CH:17][CH:16]=[CH:15][N:14]=2)[N:9]=1. The catalyst class is: 23.